From a dataset of Forward reaction prediction with 1.9M reactions from USPTO patents (1976-2016). Predict the product of the given reaction. (1) Given the reactants [C:1]([O:5][C:6](=[O:21])[C@@H:7]([N:11]1[C:15]2[CH:16]=[CH:17][CH:18]=[CH:19][C:14]=2[NH:13][C:12]1=[O:20])[CH2:8][CH2:9][CH3:10])([CH3:4])([CH3:3])[CH3:2].C([O-])([O-])=O.[K+].[K+].[I-].C[N+](C)(C)[CH2:31][C:32]1[C:33]2[C:40]([CH3:41])=[CH:39][CH:38]=[CH:37][C:34]=2[S:35][CH:36]=1, predict the reaction product. The product is: [C:1]([O:5][C:6](=[O:21])[C@@H:7]([N:11]1[C:15]2[CH:16]=[CH:17][CH:18]=[CH:19][C:14]=2[N:13]([CH2:31][C:32]2[C:33]3[C:40]([CH3:41])=[CH:39][CH:38]=[CH:37][C:34]=3[S:35][CH:36]=2)[C:12]1=[O:20])[CH2:8][CH2:9][CH3:10])([CH3:2])([CH3:3])[CH3:4]. (2) Given the reactants O[C:2]1([CH2:23][CH2:24][C:25]2[CH:30]=[CH:29][CH:28]=[CH:27][CH:26]=2)[C:6]2[CH:7]=[C:8]([NH:13][C:14](=[O:20])[CH2:15][C:16]([CH3:19])([CH3:18])[CH3:17])[C:9]([CH3:12])=[C:10]([CH3:11])[C:5]=2[O:4][C:3]1([CH3:22])[CH3:21], predict the reaction product. The product is: [CH3:21][C:3]1([CH3:22])[CH:2]([CH2:23][CH2:24][C:25]2[CH:30]=[CH:29][CH:28]=[CH:27][CH:26]=2)[C:6]2[CH:7]=[C:8]([NH:13][C:14](=[O:20])[CH2:15][C:16]([CH3:19])([CH3:18])[CH3:17])[C:9]([CH3:12])=[C:10]([CH3:11])[C:5]=2[O:4]1. (3) Given the reactants [CH2:1]([N:8]1[C:16]2[C:11](=[CH:12][CH:13]=[C:14]([OH:17])[CH:15]=2)[C:10]([C:18]([NH:20][CH2:21][C:22]2[CH:27]=[CH:26][C:25]([F:28])=[C:24]([F:29])[CH:23]=2)=[O:19])=[C:9]1[CH:30]([CH3:32])[CH3:31])[C:2]1[CH:7]=[CH:6][CH:5]=[CH:4][CH:3]=1.C([O-])([O-])=O.[K+].[K+].I[CH2:40][CH3:41], predict the reaction product. The product is: [CH2:1]([N:8]1[C:16]2[C:11](=[CH:12][CH:13]=[C:14]([O:17][CH2:40][CH3:41])[CH:15]=2)[C:10]([C:18]([NH:20][CH2:21][C:22]2[CH:27]=[CH:26][C:25]([F:28])=[C:24]([F:29])[CH:23]=2)=[O:19])=[C:9]1[CH:30]([CH3:32])[CH3:31])[C:2]1[CH:7]=[CH:6][CH:5]=[CH:4][CH:3]=1. (4) Given the reactants [CH3:1][O:2][C:3]([C:5]1[C:14]2[C:9](=[CH:10][CH:11]=[CH:12][CH:13]=2)[CH:8]=[CH:7][N+:6]=1[O-])=[O:4].O=P(Cl)(Cl)[Cl:18], predict the reaction product. The product is: [Cl:18][C:7]1[N:6]=[C:5]([C:3]([O:2][CH3:1])=[O:4])[C:14]2[C:9]([CH:8]=1)=[CH:10][CH:11]=[CH:12][CH:13]=2. (5) Given the reactants C([O:3][C:4]([C:6]1[C:10]2[CH2:11][CH2:12][C:13]3[C:18]([C:9]=2[N:8]([CH3:20])[CH:7]=1)=[N:17][C:16]([NH2:19])=[N:15][CH:14]=3)=[O:5])C.[OH-].[K+], predict the reaction product. The product is: [NH2:19][C:16]1[N:17]=[C:18]2[C:13]([CH2:12][CH2:11][C:10]3[C:6]([C:4]([OH:5])=[O:3])=[CH:7][N:8]([CH3:20])[C:9]=32)=[CH:14][N:15]=1. (6) Given the reactants [C:1]([C:9]1[C:17]([O:18][CH3:19])=[CH:16][CH:15]=[CH:14][C:10]=1[C:11]([OH:13])=[O:12])(=O)[C:2]1[CH:7]=[CH:6][CH:5]=[CH:4][CH:3]=1.[H][H], predict the reaction product. The product is: [CH2:1]([C:9]1[C:17]([O:18][CH3:19])=[CH:16][CH:15]=[CH:14][C:10]=1[C:11]([OH:13])=[O:12])[C:2]1[CH:3]=[CH:4][CH:5]=[CH:6][CH:7]=1. (7) The product is: [Cl:12][C:8]1[CH:9]=[C:10]([CH3:11])[C:2]2[NH:1][C:14](=[O:13])[O:5][C:4](=[O:6])[C:3]=2[CH:7]=1. Given the reactants [NH2:1][C:2]1[C:10]([CH3:11])=[CH:9][C:8]([Cl:12])=[CH:7][C:3]=1[C:4]([OH:6])=[O:5].[O:13]=[C:14](Cl)OC(Cl)(Cl)Cl, predict the reaction product. (8) Given the reactants [CH2:1]([O:8][C:9]([NH:11][CH:12]1[CH2:21][C:20]2[C:15](=[CH:16][CH:17]=[CH:18][CH:19]=2)[C:14](=[O:22])[CH2:13]1)=[O:10])[C:2]1[CH:7]=[CH:6][CH:5]=[CH:4][CH:3]=1.CS([Li])(=O)=O.[CH3:28][S:29]([CH3:32])(=[O:31])=[O:30], predict the reaction product. The product is: [CH2:1]([O:8][C:9]([NH:11][CH:12]1[CH2:21][C:20]2[C:15](=[CH:16][CH:17]=[CH:18][CH:19]=2)[C:14]([OH:22])([CH2:28][S:29]([CH3:32])(=[O:31])=[O:30])[CH2:13]1)=[O:10])[C:2]1[CH:7]=[CH:6][CH:5]=[CH:4][CH:3]=1.